Dataset: Full USPTO retrosynthesis dataset with 1.9M reactions from patents (1976-2016). Task: Predict the reactants needed to synthesize the given product. Given the product [CH3:2][N:3]1[C:7]([C:8]2[C:13]([F:14])=[CH:12][N:11]=[C:10]([NH:15][C:16]3[CH:17]=[CH:18][C:19]([CH:22]([C:24]4[CH:29]=[CH:28][CH:27]=[CH:26][N:25]=4)[OH:23])=[CH:20][CH:21]=3)[N:9]=2)=[CH:6][N:5]=[C:4]1[CH3:30], predict the reactants needed to synthesize it. The reactants are: Cl.[CH3:2][N:3]1[C:7]([C:8]2[C:13]([F:14])=[CH:12][N:11]=[C:10]([NH:15][C:16]3[CH:21]=[CH:20][C:19]([C:22]([C:24]4[CH:29]=[CH:28][CH:27]=[CH:26][N:25]=4)=[O:23])=[CH:18][CH:17]=3)[N:9]=2)=[CH:6][N:5]=[C:4]1[CH3:30].[BH4-].[Na+].